This data is from Reaction yield outcomes from USPTO patents with 853,638 reactions. The task is: Predict the reaction yield, written as a fraction of the theoretical maximum amount of product (1.0 means a 100% yield; for example, 0.34 means a 34% yield). The reactants are [CH2:1]([O:8][C:9]1[CH:14]=[C:13]([O:15][CH3:16])[C:12](Br)=[CH:11][C:10]=1[O:18][CH3:19])[C:2]1[CH:7]=[CH:6][CH:5]=[CH:4][CH:3]=1.[B:20](OC(C)C)([O:25]C(C)C)[O:21]C(C)C. No catalyst specified. The product is [CH2:1]([O:8][C:9]1[C:10]([O:18][CH3:19])=[CH:11][C:12]([B:20]([OH:25])[OH:21])=[C:13]([O:15][CH3:16])[CH:14]=1)[C:2]1[CH:7]=[CH:6][CH:5]=[CH:4][CH:3]=1. The yield is 0.620.